This data is from Catalyst prediction with 721,799 reactions and 888 catalyst types from USPTO. The task is: Predict which catalyst facilitates the given reaction. (1) Reactant: [C:1]([C:3]1[CH:4]=[C:5]([C:9]2[C:17]3[C:12](=[CH:13][CH:14]=[C:15]([NH:18][C:19]4[N:28]=[CH:27][C:26]([CH:29]5[CH2:31][CH2:30]5)=[CH:25][C:20]=4[C:21]([O:23]C)=[O:22])[CH:16]=3)[N:11]([CH3:32])[CH:10]=2)[CH:6]=[CH:7][CH:8]=1)#[N:2].CO.[OH-].[Na+]. Product: [C:1]([C:3]1[CH:4]=[C:5]([C:9]2[C:17]3[C:12](=[CH:13][CH:14]=[C:15]([NH:18][C:19]4[N:28]=[CH:27][C:26]([CH:29]5[CH2:31][CH2:30]5)=[CH:25][C:20]=4[C:21]([OH:23])=[O:22])[CH:16]=3)[N:11]([CH3:32])[CH:10]=2)[CH:6]=[CH:7][CH:8]=1)#[N:2]. The catalyst class is: 7. (2) Reactant: [CH3:1][CH:2]([C:4]1[NH:13][C:12]2[N:11]3[CH:14]=[C:15]([C:17]([O:19][CH2:20]C)=O)[N:16]=[C:10]3[CH:9]=[CH:8][C:7]=2[C:6](=[O:22])[CH:5]=1)[CH3:3].[NH2:23][NH2:24].C(OCC)(OCC)OCC.O.C1(C)C=CC(S(O)(=O)=O)=CC=1. Product: [CH3:3][CH:2]([C:4]1[NH:13][C:12]2[N:11]3[CH:14]=[C:15]([C:17]4[O:19][CH:20]=[N:23][N:24]=4)[N:16]=[C:10]3[CH:9]=[CH:8][C:7]=2[C:6](=[O:22])[CH:5]=1)[CH3:1]. The catalyst class is: 162. (3) The catalyst class is: 14. Product: [CH3:17][CH:5]1[N:6]([C:10]([O:12][C:13]([CH3:14])([CH3:15])[CH3:16])=[O:11])[CH2:7][CH2:8][N:9]2[C:25]([C:23]3[CH:22]=[CH:21][CH:20]=[C:19]([CH3:18])[N:24]=3)=[N:27][N:28]=[C:4]12. Reactant: C(O[C:4]1[CH:5]([CH3:17])[N:6]([C:10]([O:12][C:13]([CH3:16])([CH3:15])[CH3:14])=[O:11])[CH2:7][CH2:8][N:9]=1)C.[CH3:18][C:19]1[N:24]=[C:23]([C:25]([NH:27][NH2:28])=O)[CH:22]=[CH:21][CH:20]=1.